This data is from Full USPTO retrosynthesis dataset with 1.9M reactions from patents (1976-2016). The task is: Predict the reactants needed to synthesize the given product. (1) Given the product [CH2:1]([O:8][C:9](=[O:23])[NH:10][CH2:11][CH2:12][O:13][C:14]1[CH:15]=[CH:16][C:17]([C:20]2[O:22][CH:25]=[C:26]([CH3:27])[N:21]=2)=[CH:18][CH:19]=1)[C:2]1[CH:7]=[CH:6][CH:5]=[CH:4][CH:3]=1, predict the reactants needed to synthesize it. The reactants are: [CH2:1]([O:8][C:9](=[O:23])[NH:10][CH2:11][CH2:12][O:13][C:14]1[CH:19]=[CH:18][C:17]([C:20](=[O:22])[NH2:21])=[CH:16][CH:15]=1)[C:2]1[CH:7]=[CH:6][CH:5]=[CH:4][CH:3]=1.Br[CH2:25][C:26](OC)(OC)[CH3:27]. (2) Given the product [C@H:51]12[CH2:54][C@H:53]([N:52]([CH2:56][CH2:57][NH:1][C@:4]34[CH2:45][CH2:44][C@@H:43]([C:46]([CH3:48])=[CH2:47])[C@@H:5]3[C@@H:6]3[C@@:19]([CH3:22])([CH2:20][CH2:21]4)[C@@:18]4([CH3:23])[C@@H:9]([C@:10]5([CH3:42])[C@@H:15]([CH2:16][CH2:17]4)[C:14]([CH3:25])([CH3:24])[C:13]([C:26]4[CH2:31][CH2:30][C@H:29]([C:32]([O:34][CH2:35][C:36]6[CH:41]=[CH:40][CH:39]=[CH:38][CH:37]=6)=[O:33])[CH2:28][CH:27]=4)=[CH:12][CH2:11]5)[CH2:8][CH2:7]3)[CH2:49]1)[CH2:55][O:61]2, predict the reactants needed to synthesize it. The reactants are: [N:1]1([C@:4]23[CH2:45][CH2:44][C@@H:43]([C:46]([CH3:48])=[CH2:47])[C@@H:5]2[C@@H:6]2[C@@:19]([CH3:22])([CH2:20][CH2:21]3)[C@@:18]3([CH3:23])[C@@H:9]([C@:10]4([CH3:42])[C@@H:15]([CH2:16][CH2:17]3)[C:14]([CH3:25])([CH3:24])[C:13]([C:26]3[CH2:31][CH2:30][C@H:29]([C:32]([O:34][CH2:35][C:36]5[CH:41]=[CH:40][CH:39]=[CH:38][CH:37]=5)=[O:33])[CH2:28][CH:27]=3)=[CH:12][CH2:11]4)[CH2:8][CH2:7]2)CC1.[CH:49]([N:52]([CH2:56][CH3:57])[CH:53]([CH3:55])[CH3:54])([CH3:51])C.C1C[O:61]CC1. (3) Given the product [Zn:1]([C:3]1[C:14]([F:15])=[C:12]([F:13])[C:10]([F:11])=[C:8]([F:9])[C:6]=1[F:7])[C:2]1[C:14]([F:15])=[C:12]([F:13])[C:10]([F:11])=[C:8]([F:9])[C:6]=1[F:7], predict the reactants needed to synthesize it. The reactants are: [Zn:1]([CH3:3])[CH3:2].B(C1[C:14]([F:15])=[C:12]([F:13])[C:10]([F:11])=[C:8]([F:9])[C:6]=1[F:7])(C1[C:14]([F:15])=[C:12]([F:13])[C:10]([F:11])=[C:8]([F:9])[C:6]=1[F:7])C1[C:14]([F:15])=[C:12]([F:13])[C:10]([F:11])=[C:8]([F:9])[C:6]=1[F:7]. (4) The reactants are: [CH:1]1(N)[CH2:6][CH2:5]C[CH2:3][CH2:2]1.[O:8]1[CH:13]=[CH:12][CH2:11][C:10](=[O:14])[CH2:9]1.[Li]CCCC.BrCCCC=C. Given the product [CH2:5]([CH:11]1[CH2:12][CH2:13][O:8][CH2:9][C:10]1=[O:14])[CH2:6][CH2:1][CH:2]=[CH2:3], predict the reactants needed to synthesize it.